This data is from Reaction yield outcomes from USPTO patents with 853,638 reactions. The task is: Predict the reaction yield, written as a fraction of the theoretical maximum amount of product (1.0 means a 100% yield; for example, 0.34 means a 34% yield). (1) The reactants are [F:1][C:2]([F:18])([F:17])[C:3]1[CH:8]=[CH:7][C:6]([NH:9][C@@H:10]([C:14]([OH:16])=O)[CH:11]([CH3:13])[CH3:12])=[CH:5][CH:4]=1.[CH2:19]([NH2:27])[CH2:20][C:21]1[CH:26]=[CH:25][CH:24]=[CH:23][CH:22]=1.Cl.C(N=C=NCCCN(C)C)C.[OH2:40].[OH:41]N1C2C=CC=CC=2N=N1. The catalyst is C(Cl)Cl. The product is [F:1][C:2]([F:18])([F:17])[C:3]([OH:41])=[O:40].[C:21]1([CH2:20][CH2:19][NH:27][C:14](=[O:16])[C@@H:10]([CH:11]([CH3:12])[CH3:13])[NH:9][C:6]2[CH:5]=[CH:4][C:3]([C:2]([F:1])([F:18])[F:17])=[CH:8][CH:7]=2)[CH:26]=[CH:25][CH:24]=[CH:23][CH:22]=1. The yield is 0.230. (2) The reactants are [CH2:1]([O:8][C:9]([O:11]N1C(=O)CCC1=O)=O)[C:2]1[CH:7]=[CH:6][CH:5]=[CH:4][CH:3]=1.[CH3:19][NH:20][CH2:21][C:22]1[NH:23][C:24]2[C:29]([CH:30]=1)=[CH:28][CH:27]=[CH:26][CH:25]=2.C(N(CC)CC)C. The catalyst is CN(C=O)C. The product is [CH2:1]([O:8][C:9]([N:20]([CH2:21][C:22]1[NH:23][C:24]2[C:29]([CH:30]=1)=[CH:28][CH:27]=[CH:26][CH:25]=2)[CH3:19])=[O:11])[C:2]1[CH:3]=[CH:4][CH:5]=[CH:6][CH:7]=1. The yield is 0.800. (3) The reactants are [C:1]([O:5][C:6]([N:8]1[CH2:13][CH2:12][C@H:11]([C:14]([OH:16])=O)[CH2:10][C@@H:9]1[CH3:17])=[O:7])([CH3:4])([CH3:3])[CH3:2].[CH3:18][C:19]1([CH3:27])[O:24][C:23](=[O:25])[CH2:22][C:21](=[O:26])[O:20]1.Cl.CN(C)CCCN=C=NCC.Cl. The catalyst is ClCCl.CN(C)C1C=CN=CC=1. The product is [CH3:18][C:19]1([CH3:27])[O:24][C:23](=[O:25])[CH:22]([C:14]([C@H:11]2[CH2:12][CH2:13][N:8]([C:6]([O:5][C:1]([CH3:2])([CH3:3])[CH3:4])=[O:7])[C@@H:9]([CH3:17])[CH2:10]2)=[O:16])[C:21](=[O:26])[O:20]1. The yield is 0.940. (4) The reactants are [N:1]1[CH:6]=[CH:5][C:4]([C:7]([OH:9])=O)=[CH:3][N:2]=1.CCN(C(C)C)C(C)C.CN(C(ON1N=NC2C=CC=NC1=2)=[N+](C)C)C.F[P-](F)(F)(F)(F)F.[NH2:43][C:44]1[CH:53]=[CH:52][C:51]([Br:54])=[CH:50][C:45]=1[C:46]([O:48][CH3:49])=[O:47]. The catalyst is N1C=CC=CC=1. The product is [Br:54][C:51]1[CH:52]=[CH:53][C:44]([NH:43][C:7]([C:4]2[CH:5]=[CH:6][N:1]=[N:2][CH:3]=2)=[O:9])=[C:45]([CH:50]=1)[C:46]([O:48][CH3:49])=[O:47]. The yield is 0.900.